Dataset: P-glycoprotein inhibition data for predicting drug efflux from Broccatelli et al.. Task: Regression/Classification. Given a drug SMILES string, predict its absorption, distribution, metabolism, or excretion properties. Task type varies by dataset: regression for continuous measurements (e.g., permeability, clearance, half-life) or binary classification for categorical outcomes (e.g., BBB penetration, CYP inhibition). Dataset: pgp_broccatelli. (1) The compound is Cc1c(-c2ccccc2)oc2c(C(=O)OCCN3CCCCC3)cccc2c1=O. The result is 1 (inhibitor). (2) The compound is COc1cc2c(cc1OC)CN(CCNC(=O)c1ccccc1NC(=O)c1ccc(-c3ccccc3)cc1)CC2. The result is 1 (inhibitor). (3) The compound is COc1ccc2oc(-c3ccc(OC)c(OC)c3)c(OC)c(=O)c2c1. The result is 1 (inhibitor). (4) The compound is CNc1ccc(-c2[nH]c(-c3ccc(/C=C/C(=O)OC)cc3)nc2-c2ccc(NC(C)C)cc2)cc1. The result is 1 (inhibitor). (5) The molecule is O=C(CCc1ccccc1)c1cccc(OC[C@H](O)CNCCC(c2ccccc2)c2ccccc2)c1. The result is 1 (inhibitor).